From a dataset of Reaction yield outcomes from USPTO patents with 853,638 reactions. Predict the reaction yield, written as a fraction of the theoretical maximum amount of product (1.0 means a 100% yield; for example, 0.34 means a 34% yield). The reactants are [Cl:1][CH2:2][C@H:3]1[CH2:7]OS(=O)(=O)[O:4]1.[NH2:10][C:11]1[CH:16]=[CH:15][C:14]([N:17]2[CH2:22][CH2:21][O:20][CH2:19][C:18]2=[O:23])=[CH:13][CH:12]=1.C(N(CC)CC)C.CS(O)(=O)=O.O.C(=O)([O-])O.[Na+]. The catalyst is C(Cl)Cl. The product is [Cl:1][CH2:2][C@H:3]([OH:4])[CH2:7][NH:10][C:11]1[CH:12]=[CH:13][C:14]([N:17]2[CH2:22][CH2:21][O:20][CH2:19][C:18]2=[O:23])=[CH:15][CH:16]=1. The yield is 0.626.